From a dataset of Reaction yield outcomes from USPTO patents with 853,638 reactions. Predict the reaction yield, written as a fraction of the theoretical maximum amount of product (1.0 means a 100% yield; for example, 0.34 means a 34% yield). (1) The reactants are [Cl:1][C:2]1[CH:3]=[C:4]([CH:12]=[CH:13][C:14]=1[CH:15]1[CH2:20][CH2:19][CH2:18][C:17](=[O:21])[CH2:16]1)[C:5]([O:7][C:8]([CH3:11])([CH3:10])[CH3:9])=[O:6].[Na].[Cl-].[NH4+]. The catalyst is CO. The product is [Cl:1][C:2]1[CH:3]=[C:4]([CH:12]=[CH:13][C:14]=1[CH:15]1[CH2:20][CH2:19][CH2:18][CH:17]([OH:21])[CH2:16]1)[C:5]([O:7][C:8]([CH3:11])([CH3:10])[CH3:9])=[O:6]. The yield is 0.530. (2) The reactants are Br[C:2]1[C:6]2[C:7](=[O:23])[N:8]([CH2:11][CH2:12][C:13]3[CH:22]=[CH:21][C:20]4[C:15](=[CH:16][CH:17]=[CH:18][CH:19]=4)[N:14]=3)[CH:9]=[CH:10][C:5]=2[S:4][CH:3]=1.[CH3:24][O:25][C:26]1[CH:27]=[N:28][CH:29]=[CH:30][C:31]=1B(O)O.C([O-])([O-])=O.[Na+].[Na+].Cl. The catalyst is C(O)C.C1(C)C=CC=CC=1.CC(=O)OCC.C(Cl)Cl.CO. The product is [CH3:24][O:25][C:26]1[CH:27]=[N:28][CH:29]=[CH:30][C:31]=1[C:2]1[C:6]2[C:7](=[O:23])[N:8]([CH2:11][CH2:12][C:13]3[CH:22]=[CH:21][C:20]4[C:15](=[CH:16][CH:17]=[CH:18][CH:19]=4)[N:14]=3)[CH:9]=[CH:10][C:5]=2[S:4][CH:3]=1. The yield is 0.298. (3) The reactants are [CH3:1][CH:2]([CH3:7])[CH:3]([OH:6])[C:4]#[CH:5].[H-].[Na+].[CH2:10](Br)[CH:11]=[CH2:12]. The catalyst is CN(C=O)C.CCOCC. The product is [CH2:12]([O:6][CH:3]([CH:2]([CH3:7])[CH3:1])[C:4]#[CH:5])[CH:11]=[CH2:10]. The yield is 0.639. (4) The reactants are [CH3:1][C:2]1[N:6]([CH2:7][C:8]2[C:17]3[C:12](=[CH:13][CH:14]=[CH:15][CH:16]=3)[CH:11]=[CH:10][CH:9]=2)[C:5]2[CH:18]=[C:19]([N:25]3[CH2:30][CH2:29][O:28][CH2:27][CH2:26]3)[CH:20]=[C:21]([C:22]([OH:24])=O)[C:4]=2[N:3]=1.C[N:32](C=O)C.C(Cl)(=O)C(Cl)=O. The catalyst is C(Cl)Cl. The product is [CH3:1][C:2]1[N:6]([CH2:7][C:8]2[C:17]3[C:12](=[CH:13][CH:14]=[CH:15][CH:16]=3)[CH:11]=[CH:10][CH:9]=2)[C:5]2[CH:18]=[C:19]([N:25]3[CH2:30][CH2:29][O:28][CH2:27][CH2:26]3)[CH:20]=[C:21]([C:22]([NH2:32])=[O:24])[C:4]=2[N:3]=1. The yield is 0.790.